Task: Predict the reactants needed to synthesize the given product.. Dataset: Full USPTO retrosynthesis dataset with 1.9M reactions from patents (1976-2016) (1) Given the product [Br:22][C:23]1[C:24]2=[N:31][N:30]3[C:6]([CH:8]4[CH2:9][CH2:10][N:11]([C:14]([O:16][C:17]([CH3:18])([CH3:19])[CH3:20])=[O:15])[CH2:12][CH2:13]4)=[CH:5][C:4](=[O:21])[NH:32][C:29]3=[C:25]2[CH:26]=[N:27][CH:28]=1, predict the reactants needed to synthesize it. The reactants are: C(O[C:4](=[O:21])[CH2:5][C:6]([CH:8]1[CH2:13][CH2:12][N:11]([C:14]([O:16][C:17]([CH3:20])([CH3:19])[CH3:18])=[O:15])[CH2:10][CH2:9]1)=O)C.[Br:22][C:23]1[C:24]2[NH:31][N:30]=[C:29]([NH2:32])[C:25]=2[CH:26]=[N:27][CH:28]=1.P([O-])([O-])([O-])=O.[K+].[K+].[K+]. (2) Given the product [Br:1][C:2]1[N:6]2[N:7]=[CH:8][CH:9]=[C:10]([N:11]3[CH2:16][CH2:15][O:14][CH2:13][CH2:12]3)[C:5]2=[N:4][C:3]=1[C:17]#[CH:19], predict the reactants needed to synthesize it. The reactants are: [Br:1][C:2]1[N:6]2[N:7]=[CH:8][CH:9]=[C:10]([N:11]3[CH2:16][CH2:15][O:14][CH2:13][CH2:12]3)[C:5]2=[N:4][C:3]=1[CH:17]=O.[C:19]([O-])([O-])=O.[K+].[K+].[N+](=C(P(=O)(OC)OC)C(=O)C)=[N-].